From a dataset of Full USPTO retrosynthesis dataset with 1.9M reactions from patents (1976-2016). Predict the reactants needed to synthesize the given product. (1) Given the product [Cl:35][C:36]1[CH:41]=[C:40]([C:2]2[CH:3]=[C:4]([CH:32]=[CH:33][CH:34]=2)[O:5][C:6]2[CH:11]=[CH:10][C:9]([C:12]3[N:16]([CH:17]4[CH2:18][CH2:19][CH2:20][CH2:21][CH2:22]4)[C:15]4[CH:23]=[CH:24][C:25]([C:27]([O:29][CH2:30][CH3:31])=[O:28])=[CH:26][C:14]=4[N:13]=3)=[CH:8][CH:7]=2)[CH:39]=[CH:38][CH:37]=1, predict the reactants needed to synthesize it. The reactants are: Br[C:2]1[CH:3]=[C:4]([CH:32]=[CH:33][CH:34]=1)[O:5][C:6]1[CH:11]=[CH:10][C:9]([C:12]2[N:16]([CH:17]3[CH2:22][CH2:21][CH2:20][CH2:19][CH2:18]3)[C:15]3[CH:23]=[CH:24][C:25]([C:27]([O:29][CH2:30][CH3:31])=[O:28])=[CH:26][C:14]=3[N:13]=2)=[CH:8][CH:7]=1.[Cl:35][C:36]1[CH:37]=[C:38](B(O)O)[CH:39]=[CH:40][CH:41]=1. (2) Given the product [OH:24][C:23]1[CH:25]=[CH:26][CH:27]=[CH:28][C:22]=1[C:21](=[O:29])[CH2:14][C:13]([O:16][C:17]([CH3:20])([CH3:19])[CH3:18])=[O:15], predict the reactants needed to synthesize it. The reactants are: C(NC(C)C)(C)C.C([Li])CCC.[C:13]([O:16][C:17]([CH3:20])([CH3:19])[CH3:18])(=[O:15])[CH3:14].[C:21](OC)(=[O:29])[C:22]1[C:23](=[CH:25][CH:26]=[CH:27][CH:28]=1)[OH:24]. (3) The reactants are: C(N(CC)CC)C.[CH2:8]([O:10][CH:11]([O:14][CH2:15][CH3:16])[C:12]#[CH:13])[CH3:9].[Br:17][C:18]1[CH:23]=[C:22]([NH:24][S:25]([CH3:28])(=[O:27])=[O:26])[C:21](I)=[CH:20][N:19]=1. Given the product [Br:17][C:18]1[N:19]=[CH:20][C:21]2[CH:13]=[C:12]([CH:11]([O:14][CH2:15][CH3:16])[O:10][CH2:8][CH3:9])[N:24]([S:25]([CH3:28])(=[O:27])=[O:26])[C:22]=2[CH:23]=1, predict the reactants needed to synthesize it. (4) Given the product [CH2:27]([N:19]1[C:18]2=[C:13]3[CH2:12][N:11]4[C:31](=[CH:32][C:33]5[C@:5]([CH2:36][CH3:37])([OH:4])[C:6](=[O:35])[O:7][CH2:8][C:9]=5[C:10]4=[O:34])[C:14]3=[N:15][C:16]3[C:17]2=[C:22]([CH:23]=[CH:24][CH:25]=3)[NH:21][C:20]1=[O:26])[CH2:28][CH2:29][CH3:30], predict the reactants needed to synthesize it. The reactants are: C([O:4][C@@:5]1([CH2:36][CH3:37])[C:33]2[CH:32]=[C:31]3[N:11]([CH2:12][C:13]4[C:14]3=[N:15][C:16]3[C:17]5[C:18]=4[N:19]([CH2:27][CH2:28][CH2:29][CH3:30])[C:20](=[O:26])[NH:21][C:22]=5[CH:23]=[CH:24][CH:25]=3)[C:10](=[O:34])[C:9]=2[CH2:8][O:7][C:6]1=[O:35])(=O)C.NN.Cl. (5) The reactants are: NCC1C[CH2:7][N:6]([C:9]2[C:14]([F:15])=[CH:13][N:12]=[C:11]([NH:16][C:17]3[CH:22]=[CH:21][C:20]([N:23]4[CH2:28][CH2:27][N:26]([C:29](=[O:31])[CH3:30])[CH2:25][CH2:24]4)=[CH:19][CH:18]=3)[N:10]=2)[CH2:5][CH2:4]1.[C:32]([N:39]1CCNCC1)(OC(C)(C)C)=O. Given the product [F:15][C:14]1[C:9]([N:6]2[CH2:5][CH2:4][NH:39][CH2:32][CH2:7]2)=[N:10][C:11]([NH:16][C:17]2[CH:22]=[CH:21][C:20]([N:23]3[CH2:24][CH2:25][N:26]([C:29](=[O:31])[CH3:30])[CH2:27][CH2:28]3)=[CH:19][CH:18]=2)=[N:12][CH:13]=1, predict the reactants needed to synthesize it. (6) Given the product [Cl:1][C:2]1[CH:3]=[C:4]([CH:8]2[C:17]3[C:12](=[CH:13][CH:14]=[C:15]([O:18][CH3:19])[CH:16]=3)[CH2:11][CH2:10][CH2:9]2)[CH:5]=[CH:6][CH:7]=1, predict the reactants needed to synthesize it. The reactants are: [Cl:1][C:2]1[CH:3]=[C:4]([C:8]2[C:17]3[C:12](=[CH:13][CH:14]=[C:15]([O:18][CH3:19])[CH:16]=3)[CH2:11][CH2:10][CH:9]=2)[CH:5]=[CH:6][CH:7]=1.